This data is from NCI-60 drug combinations with 297,098 pairs across 59 cell lines. The task is: Regression. Given two drug SMILES strings and cell line genomic features, predict the synergy score measuring deviation from expected non-interaction effect. Drug 1: C1CCC(C1)C(CC#N)N2C=C(C=N2)C3=C4C=CNC4=NC=N3. Drug 2: CCN(CC)CCCC(C)NC1=C2C=C(C=CC2=NC3=C1C=CC(=C3)Cl)OC. Cell line: SK-OV-3. Synergy scores: CSS=4.33, Synergy_ZIP=-3.48, Synergy_Bliss=3.98, Synergy_Loewe=-3.28, Synergy_HSA=3.36.